From a dataset of Reaction yield outcomes from USPTO patents with 853,638 reactions. Predict the reaction yield, written as a fraction of the theoretical maximum amount of product (1.0 means a 100% yield; for example, 0.34 means a 34% yield). (1) The product is [CH3:16][C:9]1[N:7]2[N:8]=[C:3]([CH:1]=[O:18])[CH:4]=[CH:5][C:6]2=[N:11][C:10]=1[C:12]([F:15])([F:14])[F:13]. The reactants are [CH:1]([C:3]1[CH:4]=[CH:5][C:6]2[N:7]([C:9]([CH3:16])=[C:10]([C:12]([F:15])([F:14])[F:13])[N:11]=2)[N:8]=1)=C.I([O-])(=O)(=O)=[O:18].[Na+]. The yield is 0.630. The catalyst is [Cl-].C([N+](CC)(CC)CC)C1C=CC=CC=1.O1CCOCC1.O.[Os](=O)(=O)(=O)=O. (2) The reactants are [OH:1][C@H:2]1[CH2:7][CH2:6][C@H:5]([NH:8][C:9]2[N:18]=[CH:17][C:16]3[C:11](=[C:12]([O:20][CH2:21][C:22]([O:24]C)=[O:23])[C:13]([CH3:19])=[CH:14][CH:15]=3)[N:10]=2)[CH2:4][CH2:3]1.[OH-].[Na+].CCOC(C)=O. The catalyst is CO. The product is [OH:1][C@H:2]1[CH2:7][CH2:6][C@H:5]([NH:8][C:9]2[N:18]=[CH:17][C:16]3[C:11](=[C:12]([O:20][CH2:21][C:22]([OH:24])=[O:23])[C:13]([CH3:19])=[CH:14][CH:15]=3)[N:10]=2)[CH2:4][CH2:3]1. The yield is 0.924. (3) The catalyst is ClCCCl. The product is [Br:11][C:12]1[CH:17]=[CH:16][C:15]([S:18][CH:8]([CH2:7][C:1]2[CH:6]=[CH:5][CH:4]=[CH:3][CH:2]=2)[CH:9]=[O:10])=[CH:14][CH:13]=1. The yield is 0.860. The reactants are [C:1]1([C:7]#[C:8][CH2:9][OH:10])[CH:6]=[CH:5][CH:4]=[CH:3][CH:2]=1.[Br:11][C:12]1[CH:17]=[CH:16][C:15]([SH:18])=[CH:14][CH:13]=1.C1(CC(SC2C=CC=CC=2)C(=O)C)C=CC=CC=1. (4) The reactants are [CH3:1][CH2:2][CH2:3][C@H:4]([NH:8][C:9]([O:11][C:12]([CH3:15])([CH3:14])[CH3:13])=[O:10])[C:5](O)=O.CN1CCOCC1.ClC(OCC(C)C)=O.[Br:31][C:32]1[CH:33]=[C:34]([NH2:39])[C:35]([NH2:38])=[CH:36][CH:37]=1.C(O)(=O)C. The catalyst is C(#N)C. The product is [Br:31][C:32]1[CH:37]=[CH:36][C:35]2[NH:38][C:5]([C@@H:4]([NH:8][C:9](=[O:10])[O:11][C:12]([CH3:15])([CH3:14])[CH3:13])[CH2:3][CH2:2][CH3:1])=[N:39][C:34]=2[CH:33]=1. The yield is 0.780. (5) The reactants are C[O:2][C:3]([C:5]1[CH:10]=[N:9][C:8]([O:11][C:12]2[CH:17]=[CH:16][CH:15]=[CH:14][C:13]=2[F:18])=[CH:7][N:6]=1)=[O:4].[OH-].[K+]. The catalyst is C(O)C. The product is [F:18][C:13]1[CH:14]=[CH:15][CH:16]=[CH:17][C:12]=1[O:11][C:8]1[N:9]=[CH:10][C:5]([C:3]([OH:4])=[O:2])=[N:6][CH:7]=1. The yield is 0.518. (6) The reactants are [NH2:1][C:2]1[C:7]([NH2:8])=[CH:6][C:5]([C:9]2[CH:10]=[N:11][C:12]([C:15]([OH:18])([CH3:17])[CH3:16])=[N:13][CH:14]=2)=[C:4]([F:19])[C:3]=1[CH:20]1[CH2:24][CH2:23][CH2:22][O:21]1.O1CCOCC1.[CH2:31]([NH:33][C:34]([NH:36][C:37](SC)=NC(=O)NCC)=[O:35])[CH3:32].C([O-])(O)=O.[Na+]. The catalyst is OS(O)(=O)=O. The product is [CH2:31]([NH:33][C:34]([NH:36][C:37]1[NH:1][C:2]2[C:3]([CH:20]3[CH2:24][CH2:23][CH2:22][O:21]3)=[C:4]([F:19])[C:5]([C:9]3[CH:10]=[N:11][C:12]([C:15]([OH:18])([CH3:16])[CH3:17])=[N:13][CH:14]=3)=[CH:6][C:7]=2[N:8]=1)=[O:35])[CH3:32]. The yield is 0.940. (7) The reactants are [N+:1]([O-:4])([O-])=[O:2].[K+].[Br:6][C:7]1[CH:16]=[CH:15][CH:14]=[C:13]2[C:8]=1[CH:9]=[CH:10][N:11]=[CH:12]2.[OH-].[NH4+]. The catalyst is S(=O)(=O)(O)O. The product is [Br:6][C:7]1[CH:16]=[CH:15][C:14]([N+:1]([O-:4])=[O:2])=[C:13]2[C:8]=1[CH:9]=[CH:10][N:11]=[CH:12]2. The yield is 0.900. (8) The reactants are [O-]CC.[Na+].[CH2:5]([N:12]1[CH:16]=[C:15]([CH:17]=O)[N:14]=[C:13]1[CH3:19])[C:6]1[CH:11]=[CH:10][CH:9]=[CH:8][CH:7]=1.[N:20]([CH2:23][C:24]([O:26][CH2:27][CH3:28])=[O:25])=[N+]=[N-].[Cl-].[NH4+]. The catalyst is C(O)C. The product is [CH2:5]([N:12]1[C:16]2[NH:20][C:23]([C:24]([O:26][CH2:27][CH3:28])=[O:25])=[CH:17][C:15]=2[N:14]=[C:13]1[CH3:19])[C:6]1[CH:11]=[CH:10][CH:9]=[CH:8][CH:7]=1. The yield is 0.0650. (9) The reactants are I[C:2]1[CH:3]=[C:4]([C:9]2[CH:14]=[CH:13][CH:12]=[C:11]([C:15]([F:18])([F:17])[F:16])[CH:10]=2)[CH:5]=[CH:6][C:7]=1[OH:8].[N+:19]([C:22]1[C:26](B2OC(C)(C)C(C)(C)O2)=[CH:25][N:24]([CH:36]2[CH2:41][CH2:40][CH2:39][CH2:38][O:37]2)[N:23]=1)([O-:21])=[O:20].[F-].[K+]. The catalyst is O1CCCC1.C(P([Pd-2]P(C(C)(C)C)(C(C)(C)C)C(C)(C)C)(C(C)(C)C)C(C)(C)C)(C)(C)C. The product is [N+:19]([C:22]1[C:26]([C:2]2[CH:3]=[C:4]([C:9]3[CH:14]=[CH:13][CH:12]=[C:11]([C:15]([F:18])([F:17])[F:16])[CH:10]=3)[CH:5]=[CH:6][C:7]=2[OH:8])=[CH:25][N:24]([CH:36]2[CH2:41][CH2:40][CH2:39][CH2:38][O:37]2)[N:23]=1)([O-:21])=[O:20]. The yield is 0.610.